Dataset: Full USPTO retrosynthesis dataset with 1.9M reactions from patents (1976-2016). Task: Predict the reactants needed to synthesize the given product. (1) Given the product [Br:22][C:23]1[CH:24]=[C:25]([F:33])[CH:26]=[C:27]2[C:31]=1[NH:30][C:29](=[O:32])[C:28]2=[CH:17][C:14]1[NH:13][C:9]2[CH2:10][CH2:11][CH2:12][N:6]([CH2:5][CH2:4][N:3]([CH2:20][CH3:21])[CH2:1][CH3:2])[C:7](=[O:19])[C:8]=2[C:15]=1[CH3:16], predict the reactants needed to synthesize it. The reactants are: [CH2:1]([N:3]([CH2:20][CH3:21])[CH2:4][CH2:5][N:6]1[CH2:12][CH2:11][CH2:10][C:9]2[NH:13][C:14]([CH:17]=O)=[C:15]([CH3:16])[C:8]=2[C:7]1=[O:19])[CH3:2].[Br:22][C:23]1[CH:24]=[C:25]([F:33])[CH:26]=[C:27]2[C:31]=1[NH:30][C:29](=[O:32])[CH2:28]2. (2) Given the product [N+:23]([C:18]1[CH:19]=[CH:20][CH:21]=[CH:22][C:17]=1[S:14]([NH:13][C:9]1[CH:10]=[CH:11][C:12]2[C:3]([CH2:4][C:5]([OH:26])=[O:28])=[CH:2][O:6][C:7]=2[CH:8]=1)(=[O:15])=[O:16])([O-:25])=[O:24], predict the reactants needed to synthesize it. The reactants are: Cl[CH2:2][C:3]1[C:12]2[C:7](=[CH:8][C:9]([NH:13][S:14]([C:17]3[CH:22]=[CH:21][CH:20]=[CH:19][C:18]=3[N+:23]([O-:25])=[O:24])(=[O:16])=[O:15])=[CH:10][CH:11]=2)[O:6][C:5](=[O:26])[CH:4]=1.Cl.[OH-:28].[Na+].